Dataset: Full USPTO retrosynthesis dataset with 1.9M reactions from patents (1976-2016). Task: Predict the reactants needed to synthesize the given product. (1) Given the product [CH3:25][N:2]([CH3:1])[CH2:3][CH2:4][O:5][C:6]1[CH:7]=[CH:8][C:9]([CH2:12][CH2:13][CH2:14][N:15]2[C:30]3[C:32]([C:34](=[O:35])[NH:26][C:27](=[O:28])[N:29]=3)=[N:24][C:17]3[CH:18]=[C:19]([CH3:23])[C:20]([CH3:22])=[CH:21][C:16]2=3)=[CH:10][CH:11]=1, predict the reactants needed to synthesize it. The reactants are: [CH3:1][N:2]([CH3:25])[CH2:3][CH2:4][O:5][C:6]1[CH:11]=[CH:10][C:9]([CH2:12][CH2:13][CH2:14][NH:15][C:16]2[C:17]([NH2:24])=[CH:18][C:19]([CH3:23])=[C:20]([CH3:22])[CH:21]=2)=[CH:8][CH:7]=1.[NH:26]1[C:34](=[O:35])[C:32](=O)[C:30](=O)[NH:29][C:27]1=[O:28].B(O)(O)O. (2) Given the product [OH:27][C:20]1[C:21]([CH2:38][CH:33]=[CH2:34])=[C:22]2[C:17](=[CH:18][C:19]=1[CH3:28])[O:16][C:10]1([CH2:9][C:8]([CH3:30])([CH3:29])[C:7]3[C:12](=[CH:13][C:14]([CH3:15])=[C:5]([OH:4])[CH:6]=3)[O:11]1)[CH2:24][C:23]2([CH3:26])[CH3:25], predict the reactants needed to synthesize it. The reactants are: C([O:4][C:5]1[CH:6]=[C:7]2[C:12](=[CH:13][C:14]=1[CH3:15])[O:11][C:10]1([CH2:24][C:23]([CH3:26])([CH3:25])[C:22]3[C:17](=[CH:18][C:19]([CH3:28])=[C:20]([OH:27])[CH:21]=3)[O:16]1)[CH2:9][C:8]2([CH3:30])[CH3:29])C=C.CN(C)[C:33]1[CH:38]=CC=C[CH:34]=1. (3) Given the product [C:1]([O:5][C:6](=[O:23])[NH:7][CH:8]([CH2:20][NH2:21])[CH2:9][CH2:10][CH2:11][C:12]1[CH:13]=[CH:14][C:15]([O:18][CH3:19])=[CH:16][CH:17]=1)([CH3:4])([CH3:2])[CH3:3], predict the reactants needed to synthesize it. The reactants are: [C:1]([O:5][C:6](=[O:23])[NH:7][CH:8]([C:20](=O)[NH2:21])[CH2:9][CH2:10][CH2:11][C:12]1[CH:17]=[CH:16][C:15]([O:18][CH3:19])=[CH:14][CH:13]=1)([CH3:4])([CH3:3])[CH3:2].CO. (4) Given the product [NH2:12][CH2:13][CH2:14][CH2:15][O:16][C:17]1[CH:44]=[CH:43][C:20]2[CH2:21][C@@H:22]([CH2:38][C:39]([O:41][CH3:42])=[O:40])[C:23](=[O:37])[N:24]([CH2:26][C:27]3[CH:32]=[CH:31][C:30]([C:33]([F:36])([F:35])[F:34])=[CH:29][CH:28]=3)[CH2:25][C:19]=2[CH:18]=1, predict the reactants needed to synthesize it. The reactants are: [N+](C1C=CC(COC([NH:12][CH2:13][CH2:14][CH2:15][O:16][C:17]2[CH:44]=[CH:43][C:20]3[CH2:21][C@@H:22]([CH2:38][C:39]([O:41][CH3:42])=[O:40])[C:23](=[O:37])[N:24]([CH2:26][C:27]4[CH:32]=[CH:31][C:30]([C:33]([F:36])([F:35])[F:34])=[CH:29][CH:28]=4)[CH2:25][C:19]=3[CH:18]=2)=O)=CC=1)([O-])=O.